Task: Predict the product of the given reaction.. Dataset: Forward reaction prediction with 1.9M reactions from USPTO patents (1976-2016) (1) Given the reactants [NH2:1][NH:2][C:3]([C:5]1[N:10]=[CH:9][CH:8]=[CH:7][N:6]=1)=[NH:4].[N+:11]([C:14]1[CH:15]=[CH:16][C:17]([OH:22])=[C:18]([CH:21]=1)[CH:19]=O)([O-:13])=[O:12], predict the reaction product. The product is: [N+:11]([C:14]1[CH:15]=[CH:16][C:17]([OH:22])=[C:18]([C:19]2[NH:1][N:2]=[C:3]([C:5]3[N:10]=[CH:9][CH:8]=[CH:7][N:6]=3)[N:4]=2)[CH:21]=1)([O-:13])=[O:12]. (2) Given the reactants [F:1][C:2]1[CH:3]=[CH:4][C:5]([O:15][CH2:16][C:17]2[CH:22]=[CH:21][C:20]([F:23])=[CH:19][CH:18]=2)=[C:6]([C:8](=O)[CH2:9][CH2:10][C:11](=O)[CH3:12])[CH:7]=1.[NH2:24][C:25]1[CH:26]=[C:27]([C:35]([OH:37])=[O:36])[C:28]2[C:33]([CH:34]=1)=[CH:32][CH:31]=[CH:30][CH:29]=2.CC1C=CC(S(O)(=O)=O)=CC=1.Cl, predict the reaction product. The product is: [F:1][C:2]1[CH:3]=[CH:4][C:5]([O:15][CH2:16][C:17]2[CH:22]=[CH:21][C:20]([F:23])=[CH:19][CH:18]=2)=[C:6]([C:8]2[N:24]([C:25]3[CH:26]=[C:27]([C:35]([OH:37])=[O:36])[C:28]4[C:33]([CH:34]=3)=[CH:32][CH:31]=[CH:30][CH:29]=4)[C:11]([CH3:12])=[CH:10][CH:9]=2)[CH:7]=1. (3) The product is: [CH:23]1([N:17]2[C:13]3[N:14]=[CH:15][N:16]=[C:11]([NH:10][C@@H:1]4[C:9]5[C:4](=[CH:5][CH:6]=[CH:7][CH:8]=5)[CH2:3][CH2:2]4)[C:12]=3[CH:19]=[CH:18]2)[CH2:24][CH:25]=[CH:20][CH2:26]1. Given the reactants [C@@H:1]1([NH:10][C:11]2[C:12]3[CH:19]=[CH:18][NH:17][C:13]=3[N:14]=[CH:15][N:16]=2)[C:9]2[C:4](=[CH:5][CH:6]=[CH:7][CH:8]=2)[CH2:3][CH2:2]1.[C:20]1([CH3:26])[CH:25]=[CH:24][CH:23]=CC=1.C(=O)([O-])[O-].[Cs+].[Cs+].CS(OC1CC=CC1)(=O)=O, predict the reaction product. (4) Given the reactants [CH3:1][CH:2]1[O:7][CH:6]([CH3:8])[CH2:5][NH:4][CH2:3]1.[Cl:9][CH2:10][CH:11]=O.C(O)(=O)C.C(O[BH-](OC(=O)C)OC(=O)C)(=O)C.[Na+], predict the reaction product. The product is: [Cl:9][CH2:10][CH2:11][N:4]1[CH2:5][CH:6]([CH3:8])[O:7][CH:2]([CH3:1])[CH2:3]1. (5) Given the reactants [NH2:1][C:2]1[C:3]2[C:10]([C:11]#[N:12])=[C:9](Br)[N:8]([C@@H:14]3[O:22][C@H:21]([CH2:23][O:24][C:25](=[O:32])[C:26]4[CH:31]=[CH:30][CH:29]=[CH:28][CH:27]=4)[C@@H:20]([CH3:33])[C@H:15]3[O:16][C:17](=[O:19])[CH3:18])[C:4]=2[N:5]=[CH:6][N:7]=1.C([O-])=O.[NH4+], predict the reaction product. The product is: [NH2:1][C:2]1[C:3]2[C:10]([C:11]#[N:12])=[CH:9][N:8]([C@@H:14]3[O:22][C@H:21]([CH2:23][O:24][C:25](=[O:32])[C:26]4[CH:27]=[CH:28][CH:29]=[CH:30][CH:31]=4)[C@@H:20]([CH3:33])[C@H:15]3[O:16][C:17](=[O:19])[CH3:18])[C:4]=2[N:5]=[CH:6][N:7]=1.